This data is from TCR-epitope binding with 47,182 pairs between 192 epitopes and 23,139 TCRs. The task is: Binary Classification. Given a T-cell receptor sequence (or CDR3 region) and an epitope sequence, predict whether binding occurs between them. (1) The epitope is ITEEVGHTDLMAAY. The TCR CDR3 sequence is CATGTGVIEAFF. Result: 1 (the TCR binds to the epitope). (2) The epitope is LQPFPQPELPYPQPQ. The TCR CDR3 sequence is CASSLIGSGNEQYF. Result: 0 (the TCR does not bind to the epitope). (3) Result: 0 (the TCR does not bind to the epitope). The TCR CDR3 sequence is CASSQATGIPYNEQFF. The epitope is KLWAQCVQL. (4) The epitope is KAYNVTQAF. The TCR CDR3 sequence is CAIGGGGELQETQYF. Result: 0 (the TCR does not bind to the epitope).